Dataset: NCI-60 drug combinations with 297,098 pairs across 59 cell lines. Task: Regression. Given two drug SMILES strings and cell line genomic features, predict the synergy score measuring deviation from expected non-interaction effect. (1) Drug 1: C1CCN(CC1)CCOC2=CC=C(C=C2)C(=O)C3=C(SC4=C3C=CC(=C4)O)C5=CC=C(C=C5)O. Drug 2: CS(=O)(=O)CCNCC1=CC=C(O1)C2=CC3=C(C=C2)N=CN=C3NC4=CC(=C(C=C4)OCC5=CC(=CC=C5)F)Cl. Cell line: MDA-MB-231. Synergy scores: CSS=-4.31, Synergy_ZIP=3.66, Synergy_Bliss=-0.202, Synergy_Loewe=-0.783, Synergy_HSA=-6.26. (2) Drug 1: C1CN1C2=NC(=NC(=N2)N3CC3)N4CC4. Drug 2: CN(CC1=CN=C2C(=N1)C(=NC(=N2)N)N)C3=CC=C(C=C3)C(=O)NC(CCC(=O)O)C(=O)O. Cell line: MALME-3M. Synergy scores: CSS=12.0, Synergy_ZIP=-2.54, Synergy_Bliss=-0.502, Synergy_Loewe=-0.725, Synergy_HSA=-1.14. (3) Drug 1: C1=NC2=C(N=C(N=C2N1C3C(C(C(O3)CO)O)O)F)N. Drug 2: C1=NC2=C(N1)C(=S)N=CN2. Cell line: DU-145. Synergy scores: CSS=32.7, Synergy_ZIP=18.7, Synergy_Bliss=20.5, Synergy_Loewe=1.97, Synergy_HSA=14.7. (4) Drug 1: C1=NC2=C(N1)C(=S)N=C(N2)N. Synergy scores: CSS=32.7, Synergy_ZIP=-11.4, Synergy_Bliss=-5.02, Synergy_Loewe=-5.02, Synergy_HSA=-3.91. Cell line: TK-10. Drug 2: CN(CCCl)CCCl.Cl. (5) Drug 1: CC(C)(C#N)C1=CC(=CC(=C1)CN2C=NC=N2)C(C)(C)C#N. Drug 2: C1CN(CCN1C(=O)CCBr)C(=O)CCBr. Cell line: A549. Synergy scores: CSS=28.3, Synergy_ZIP=8.86, Synergy_Bliss=11.3, Synergy_Loewe=9.03, Synergy_HSA=10.0.